This data is from Reaction yield outcomes from USPTO patents with 853,638 reactions. The task is: Predict the reaction yield, written as a fraction of the theoretical maximum amount of product (1.0 means a 100% yield; for example, 0.34 means a 34% yield). (1) The product is [CH3:66][O:65][C:63](=[O:64])[C@@H:59]([NH:58][C:18](=[O:19])[C:17]1[CH:16]=[CH:15][C:14]([S:13][CH2:12][C:11]2[CH:23]=[CH:24][C:8]([CH2:7][N:1]3[CH2:2][CH2:3][O:4][CH2:5][CH2:6]3)=[CH:9][CH:10]=2)=[CH:22][CH:21]=1)[C@H:60]([OH:61])[CH3:62]. The catalyst is CN(C=O)C.CCOC(C)=O. The yield is 0.980. The reactants are [N:1]1([CH2:7][C:8]2[CH:24]=[CH:23][C:11]([CH2:12][S:13][C:14]3[CH:22]=[CH:21][C:17]([C:18](O)=[O:19])=[CH:16][CH:15]=3)=[CH:10][CH:9]=2)[CH2:6][CH2:5][O:4][CH2:3][CH2:2]1.CN(C(ON1N=NC2C=CC=NC1=2)=[N+](C)C)C.F[P-](F)(F)(F)(F)F.CCN(C(C)C)C(C)C.[NH2:58][C@H:59]([C:63]([O:65][CH3:66])=[O:64])[C@@H:60]([CH3:62])[OH:61].Cl. (2) The reactants are [CH3:1][O:2][C:3]([C:5]1([CH2:11][S:12][C:13](=[O:15])[CH3:14])[CH2:10][CH2:9]O[CH2:7][CH2:6]1)=[O:4].[CH3:16]OC(C1(CI)CCCCC1)=O. No catalyst specified. The product is [CH3:1][O:2][C:3]([C:5]1([CH2:11][S:12][C:13](=[O:15])[CH3:14])[CH2:10][CH2:9][CH2:16][CH2:7][CH2:6]1)=[O:4]. The yield is 0.920.